Dataset: Forward reaction prediction with 1.9M reactions from USPTO patents (1976-2016). Task: Predict the product of the given reaction. (1) Given the reactants [NH2:1][CH2:2][C@H:3]1[N:8]([C:9]([C:11]2[N:12]=[C:13]([CH3:23])[S:14][C:15]=2[C:16]2[CH:17]=[C:18]([CH3:22])[CH:19]=[CH:20][CH:21]=2)=[O:10])[CH2:7][C@@H:6]2[C@H:4]1[CH2:5]2.[O:24]=[C:25]1[C:34]2[C:29](=[CH:30][CH:31]=[CH:32][CH:33]=2)[O:28][C:27]([C:35](O)=[O:36])=[CH:26]1, predict the reaction product. The product is: [CH3:23][C:13]1[S:14][C:15]([C:16]2[CH:17]=[C:18]([CH3:22])[CH:19]=[CH:20][CH:21]=2)=[C:11]([C:9]([N:8]2[CH2:7][C@@H:6]3[C@@H:4]([CH2:5]3)[C@H:3]2[CH2:2][NH:1][C:35]([C:27]2[O:28][C:29]3[C:34]([C:25](=[O:24])[CH:26]=2)=[CH:33][CH:32]=[CH:31][CH:30]=3)=[O:36])=[O:10])[N:12]=1. (2) Given the reactants [C:1]([O:5][C:6]([N:8]1[CH2:13][CH2:12][N:11]([C:14]([C:16]2[C:17]3[C:25]([CH3:26])=[N:24][N:23]([CH:27]4[CH2:32][CH2:31][CH2:30][CH2:29][O:28]4)[C:18]=3[N:19]=[C:20](Cl)[CH:21]=2)=[O:15])[C:10]([CH3:39])([C:33]2[CH:38]=[CH:37][CH:36]=[CH:35][CH:34]=2)[CH2:9]1)=[O:7])([CH3:4])([CH3:3])[CH3:2].[O:40]1[CH2:45][CH2:44][CH2:43][CH2:42][CH:41]1[O:46][C:47]1[CH:52]=[CH:51][C:50](B(O)O)=[CH:49][CH:48]=1.[F-].[Cs+], predict the reaction product. The product is: [C:1]([O:5][C:6]([N:8]1[CH2:13][CH2:12][N:11]([C:14]([C:16]2[C:17]3[C:25]([CH3:26])=[N:24][N:23]([CH:27]4[CH2:32][CH2:31][CH2:30][CH2:29][O:28]4)[C:18]=3[N:19]=[C:20]([C:50]3[CH:51]=[CH:52][C:47]([O:46][CH:41]4[CH2:42][CH2:43][CH2:44][CH2:45][O:40]4)=[CH:48][CH:49]=3)[CH:21]=2)=[O:15])[C:10]([CH3:39])([C:33]2[CH:38]=[CH:37][CH:36]=[CH:35][CH:34]=2)[CH2:9]1)=[O:7])([CH3:4])([CH3:3])[CH3:2]. (3) Given the reactants [CH3:1][C:2]1[CH:7]=[C:6]([O:8][CH2:9][C:10]([CH3:13])([CH3:12])[CH3:11])[CH:5]=[C:4]([CH3:14])[C:3]=1[C:15]1[CH:20]=[CH:19][CH:18]=[C:17]([CH2:21][O:22][C:23]2[CH:28]=[CH:27][C:26]([C:29]3([CH2:33][C:34]([O:36]CC)=[O:35])[CH2:32][O:31][CH2:30]3)=[CH:25][CH:24]=2)[CH:16]=1.O.[OH-].[Li+], predict the reaction product. The product is: [CH3:1][C:2]1[CH:7]=[C:6]([O:8][CH2:9][C:10]([CH3:13])([CH3:11])[CH3:12])[CH:5]=[C:4]([CH3:14])[C:3]=1[C:15]1[CH:20]=[CH:19][CH:18]=[C:17]([CH2:21][O:22][C:23]2[CH:24]=[CH:25][C:26]([C:29]3([CH2:33][C:34]([OH:36])=[O:35])[CH2:30][O:31][CH2:32]3)=[CH:27][CH:28]=2)[CH:16]=1. (4) Given the reactants Cl[C:2]1[CH:7]=[C:6]([O:8][CH2:9][C:10]#[C:11][CH3:12])[N:5]=[CH:4][N:3]=1.C(=O)([O-])[O-].[K+].[K+].[F:19][C:20]1[CH:25]=[C:24]([F:26])[CH:23]=[C:22]([F:27])[C:21]=1[OH:28].[Cl-].[NH4+], predict the reaction product. The product is: [CH2:9]([O:8][C:6]1[CH:7]=[C:2]([O:28][C:21]2[C:20]([F:19])=[CH:25][C:24]([F:26])=[CH:23][C:22]=2[F:27])[N:3]=[CH:4][N:5]=1)[C:10]#[C:11][CH3:12]. (5) The product is: [C:22]1([C:28]2[C:32]([C:33]([F:36])([F:34])[F:35])=[C:31]([C:37]([CH:16]3[CH2:15][CH2:14][C:13]4[C:18](=[CH:19][CH:20]=[C:11]([CH:9]=[CH2:10])[CH:12]=4)[C:17]3=[O:21])=[O:38])[O:30][N:29]=2)[CH:23]=[CH:24][CH:25]=[CH:26][CH:27]=1. Given the reactants [Li+].CC([N-]C(C)C)C.[CH:9]([C:11]1[CH:12]=[C:13]2[C:18](=[CH:19][CH:20]=1)[C:17](=[O:21])[CH2:16][CH2:15][CH2:14]2)=[CH2:10].[C:22]1([C:28]2[C:32]([C:33]([F:36])([F:35])[F:34])=[C:31]([C:37](F)=[O:38])[O:30][N:29]=2)[CH:27]=[CH:26][CH:25]=[CH:24][CH:23]=1, predict the reaction product.